This data is from Forward reaction prediction with 1.9M reactions from USPTO patents (1976-2016). The task is: Predict the product of the given reaction. (1) Given the reactants [C:1]([O:5][C:6]([N:8]1[CH2:13][CH2:12][CH2:11][C:10]([NH:21]C(OCC2C3C=CC=CC=3C3C2=CC=CC=3)=O)([C:14]([N:16]2[CH2:20][CH2:19][CH2:18][CH2:17]2)=[O:15])[CH2:9]1)=[O:7])([CH3:4])([CH3:3])[CH3:2].C(NCC)C, predict the reaction product. The product is: [C:1]([O:5][C:6]([N:8]1[CH2:13][CH2:12][CH2:11][C:10]([NH2:21])([C:14]([N:16]2[CH2:17][CH2:18][CH2:19][CH2:20]2)=[O:15])[CH2:9]1)=[O:7])([CH3:4])([CH3:2])[CH3:3]. (2) Given the reactants [ClH:1].C[O:3][C:4]1[CH:5]=[CH:6][C:7]2[CH:8]3[CH2:16][CH:12]([CH2:13][C:14]=2[CH:15]=1)[CH2:11][NH:10][CH2:9]3.[NH4+].[OH-], predict the reaction product. The product is: [ClH:1].[CH:8]12[CH2:16][CH:12]([CH2:11][NH:10][CH2:9]1)[CH2:13][C:14]1[CH:15]=[C:4]([OH:3])[CH:5]=[CH:6][C:7]2=1. (3) The product is: [C:19]([NH:27][C:28]([NH:18][C:9]1[C:8]([O:1][C:2]2[CH:3]=[CH:4][CH:5]=[CH:6][CH:7]=2)=[CH:13][C:12]([C:14]([F:17])([F:15])[F:16])=[CH:11][N:10]=1)=[S:29])(=[O:26])[C:20]1[CH:25]=[CH:24][CH:23]=[CH:22][CH:21]=1. Given the reactants [O:1]([C:8]1[C:9]([NH2:18])=[N:10][CH:11]=[C:12]([C:14]([F:17])([F:16])[F:15])[CH:13]=1)[C:2]1[CH:7]=[CH:6][CH:5]=[CH:4][CH:3]=1.[C:19]([N:27]=[C:28]=[S:29])(=[O:26])[C:20]1[CH:25]=[CH:24][CH:23]=[CH:22][CH:21]=1, predict the reaction product. (4) Given the reactants [CH3:1][C:2]1[N:7]=[C:6]([C:8]2[CH:13]=[CH:12][CH:11]=[CH:10][CH:9]=2)[C:5]([N+:14]([O-])=O)=[CH:4][CH:3]=1.C1COCC1.O.Cl.N, predict the reaction product. The product is: [CH3:1][C:2]1[N:7]=[C:6]([C:8]2[CH:13]=[CH:12][CH:11]=[CH:10][CH:9]=2)[C:5]([NH2:14])=[CH:4][CH:3]=1. (5) Given the reactants [Cl:1][CH2:2][CH2:3][O:4][CH2:5][CH2:6][OH:7].B(F)(F)F.CCOCC.[CH2:17]([CH:19]1[O:21][CH2:20]1)[Br:18], predict the reaction product. The product is: [Br:18][CH2:17][CH:19]([OH:21])[CH2:20][O:7][CH2:6][CH2:5][O:4][CH2:3][CH2:2][Cl:1]. (6) The product is: [CH3:35][C:1]1[CH:6]=[CH:5][CH:4]=[C:3]([CH3:36])[C:2]=1[N:7]1[C:45]([CH3:46])=[CH:44][S:9]/[C:8]/1=[N:10]/[N:11]=[CH:12]\[C:13]1[CH:14]=[CH:15][C:16]([C:19]2[N:23]=[CH:22][N:21]([C:24]3[CH:29]=[CH:28][C:27]([O:30][C:31]([F:32])([F:33])[F:34])=[CH:26][CH:25]=3)[N:20]=2)=[CH:17][CH:18]=1. Given the reactants [C:1]1([CH3:35])[CH:6]=[CH:5][CH:4]=[CH:3][C:2]=1[NH:7][C:8]([NH:10]/[N:11]=[CH:12]/[C:13]1[CH:18]=[CH:17][C:16]([C:19]2[N:23]=[CH:22][N:21]([C:24]3[CH:29]=[CH:28][C:27]([O:30][C:31]([F:34])([F:33])[F:32])=[CH:26][CH:25]=3)[N:20]=2)=[CH:15][CH:14]=1)=[S:9].[CH2:36](N(CC)CC)C.Cl[CH2:44][C:45](=O)[CH3:46].O, predict the reaction product.